From a dataset of Reaction yield outcomes from USPTO patents with 853,638 reactions. Predict the reaction yield, written as a fraction of the theoretical maximum amount of product (1.0 means a 100% yield; for example, 0.34 means a 34% yield). (1) The reactants are [N:1]([C:4]1[CH:18]=[CH:17][CH:16]=[CH:15][C:5]=1[CH2:6][NH:7][C:8](=[O:14])[O:9][C:10]([CH3:13])([CH3:12])[CH3:11])=[N+:2]=[N-:3].[C:19](#N)[CH3:20].[C:22]([O:26]N=O)(C)(C)C.C[Si](N=[N+]=[N-])(C)C. The catalyst is C(O)C#C. The product is [OH:26][CH2:22][C:19]1[N:3]=[N:2][N:1]([C:4]2[CH:18]=[CH:17][CH:16]=[CH:15][C:5]=2[CH2:6][NH:7][C:8](=[O:14])[O:9][C:10]([CH3:13])([CH3:12])[CH3:11])[CH:20]=1. The yield is 0.380. (2) The reactants are [Cl:1][C:2]1[CH:7]=[CH:6][N:5]=[C:4]2[CH:8]=[CH:9][S:10][C:3]=12.[Li]CCCC.CCOCC.Br[C:22]1[CH:27]=[CH:26][C:25]([CH:28]2[O:33][CH2:32][CH2:31][CH2:30][O:29]2)=[CH:24][N:23]=1. The catalyst is C1COCC1.[Cl-].[Zn+2].[Cl-]. The product is [O:29]1[CH2:30][CH2:31][CH2:32][O:33][CH:28]1[C:25]1[CH:26]=[CH:27][C:22]([C:9]2[S:10][C:3]3[C:4](=[N:5][CH:6]=[CH:7][C:2]=3[Cl:1])[CH:8]=2)=[N:23][CH:24]=1. The yield is 0.590. (3) The reactants are [CH2:1]([CH2:8][C:9](=[O:11])[CH3:10])[C:2]1[CH:7]=[CH:6][CH:5]=[CH:4][CH:3]=1.[CH2:12]([O:14][C:15](=[O:21])[C:16](OCC)=[O:17])[CH3:13].CC[O-].[Na+]. No catalyst specified. The product is [CH2:12]([O:14][C:15](=[O:21])[C:16](=[O:17])[CH2:10][C:9](=[O:11])[CH2:8][CH2:1][C:2]1[CH:7]=[CH:6][CH:5]=[CH:4][CH:3]=1)[CH3:13]. The yield is 0.439. (4) The reactants are [CH3:1][S:2]([C:5]1[N:10]=[CH:9][C:8]([NH:11][C@H:12]2[CH2:16][CH2:15][N:14]([CH:17]3[CH2:22][CH2:21][N:20](C(OCC4C=CC=CC=4)=O)[CH2:19][CH2:18]3)[C:13]2=[O:33])=[CH:7][CH:6]=1)(=[O:4])=[O:3]. The catalyst is CO.[Pd]. The product is [CH3:1][S:2]([C:5]1[N:10]=[CH:9][C:8]([NH:11][C@H:12]2[CH2:16][CH2:15][N:14]([CH:17]3[CH2:22][CH2:21][NH:20][CH2:19][CH2:18]3)[C:13]2=[O:33])=[CH:7][CH:6]=1)(=[O:3])=[O:4]. The yield is 1.00. (5) The reactants are [CH3:1]I.[H-].[Na+].[O:5]1[CH2:9][CH2:8][CH2:7]C1.O=C1C[CH2:15][N:14]([C:17]([O:19][C:20]([CH3:23])([CH3:22])[CH3:21])=[O:18])[CH2:13][CH2:12]1. The catalyst is O. The product is [CH3:1][C:8]1([CH3:7])[C:9](=[O:5])[CH2:12][CH2:13][N:14]([C:17]([O:19][C:20]([CH3:22])([CH3:21])[CH3:23])=[O:18])[CH2:15]1. The yield is 0.480. (6) The reactants are Cl[C:2]1[CH:3]=[C:4]([CH:14]2[C:23]([CH3:25])([CH3:24])[CH2:22][C:21]3[C:16](=[CH:17][CH:18]=[C:19]([C:26]([OH:28])=[O:27])[CH:20]=3)[NH:15]2)[CH:5]=[C:6]([N:8]2[CH2:13][CH2:12][O:11][CH2:10][CH2:9]2)[CH:7]=1.[C-:29]#[N:30].[Na+]. The catalyst is CN1C(=O)CCC1.[Ni](Br)Br. The yield is 0.400. The product is [C:29]([C:2]1[CH:3]=[C:4]([CH:14]2[C:23]([CH3:24])([CH3:25])[CH2:22][C:21]3[C:16](=[CH:17][CH:18]=[C:19]([C:26]([OH:28])=[O:27])[CH:20]=3)[NH:15]2)[CH:5]=[C:6]([N:8]2[CH2:13][CH2:12][O:11][CH2:10][CH2:9]2)[CH:7]=1)#[N:30].